From a dataset of Forward reaction prediction with 1.9M reactions from USPTO patents (1976-2016). Predict the product of the given reaction. Given the reactants C[O:2][C:3]([C:5]1[N:6]=[CH:7][N:8]([CH:16]2[CH2:24][C:23]3[C:18](=[CH:19][CH:20]=[CH:21][CH:22]=3)[CH2:17]2)[C:9]=1[C:10]1[CH:15]=[CH:14][CH:13]=[CH:12][CH:11]=1)=[O:4].[OH-].[Na+].O.Cl, predict the reaction product. The product is: [CH2:17]1[C:18]2[C:23](=[CH:22][CH:21]=[CH:20][CH:19]=2)[CH2:24][CH:16]1[N:8]1[C:9]([C:10]2[CH:11]=[CH:12][CH:13]=[CH:14][CH:15]=2)=[C:5]([C:3]([OH:4])=[O:2])[N:6]=[CH:7]1.